Dataset: Reaction yield outcomes from USPTO patents with 853,638 reactions. Task: Predict the reaction yield, written as a fraction of the theoretical maximum amount of product (1.0 means a 100% yield; for example, 0.34 means a 34% yield). (1) The catalyst is CN(C=O)C. The yield is 0.810. The product is [CH3:1][O:2][C:3]1[CH:8]=[CH:7][N:6]([CH3:10])[C:5](=[O:9])[CH:4]=1. The reactants are [CH3:1][O:2][C:3]1[CH:8]=[CH:7][NH:6][C:5](=[O:9])[CH:4]=1.[C:10](=O)([O-])[O-].[K+].[K+].IC. (2) The reactants are [CH2:1]([O:8][C:9]1[CH:18]=[C:17]2[C:12]([C:13](Cl)=[CH:14][CH:15]=[N:16]2)=[CH:11][C:10]=1[O:20][CH3:21])[C:2]1[CH:7]=[CH:6][CH:5]=[CH:4][CH:3]=1.[F:22][C:23]1[CH:24]=[C:25]([NH:30][C:31](=[O:43])[C:32]([NH:34][CH2:35][CH2:36][C:37]2[CH:42]=[CH:41][CH:40]=[CH:39][CH:38]=2)=[O:33])[CH:26]=[CH:27][C:28]=1[OH:29]. The catalyst is CN(C1C=CN=CC=1)C.BrC1C=CC=CC=1. The product is [CH2:1]([O:8][C:9]1[CH:18]=[C:17]2[C:12]([C:13]([O:29][C:28]3[CH:27]=[CH:26][C:25]([NH:30][C:31](=[O:43])[C:32]([NH:34][CH2:35][CH2:36][C:37]4[CH:38]=[CH:39][CH:40]=[CH:41][CH:42]=4)=[O:33])=[CH:24][C:23]=3[F:22])=[CH:14][CH:15]=[N:16]2)=[CH:11][C:10]=1[O:20][CH3:21])[C:2]1[CH:7]=[CH:6][CH:5]=[CH:4][CH:3]=1. The yield is 0.610.